This data is from Full USPTO retrosynthesis dataset with 1.9M reactions from patents (1976-2016). The task is: Predict the reactants needed to synthesize the given product. Given the product [CH3:31][N:29]([CH2:28][C:24]1[CH:23]=[C:22]([C:20]2[NH:19][C:15]3=[N:16][CH:17]=[CH:18][C:13]([C:12]4[C:8]([C:5]5[CH:4]=[CH:3][C:2]([NH:1][C:41](=[O:37])[N:35]([CH3:36])[CH3:34])=[CH:7][CH:6]=5)=[N:9][N:10]([CH2:32][CH3:33])[CH:11]=4)=[C:14]3[CH:21]=2)[CH:27]=[CH:26][CH:25]=1)[CH3:30], predict the reactants needed to synthesize it. The reactants are: [NH2:1][C:2]1[CH:7]=[CH:6][C:5]([C:8]2[C:12]([C:13]3[CH:18]=[CH:17][N:16]=[C:15]4[NH:19][C:20]([C:22]5[CH:27]=[CH:26][CH:25]=[C:24]([CH2:28][N:29]([CH3:31])[CH3:30])[CH:23]=5)=[CH:21][C:14]=34)=[CH:11][N:10]([CH2:32][CH3:33])[N:9]=2)=[CH:4][CH:3]=1.[CH3:34][NH:35][CH3:36].[O:37]1[CH2:41]CCC1.